Dataset: NCI-60 drug combinations with 297,098 pairs across 59 cell lines. Task: Regression. Given two drug SMILES strings and cell line genomic features, predict the synergy score measuring deviation from expected non-interaction effect. (1) Drug 2: C1=CC(=CC=C1CCC2=CNC3=C2C(=O)NC(=N3)N)C(=O)NC(CCC(=O)O)C(=O)O. Drug 1: C1CCN(CC1)CCOC2=CC=C(C=C2)C(=O)C3=C(SC4=C3C=CC(=C4)O)C5=CC=C(C=C5)O. Cell line: LOX IMVI. Synergy scores: CSS=36.7, Synergy_ZIP=-1.40, Synergy_Bliss=-4.94, Synergy_Loewe=-12.5, Synergy_HSA=-5.90. (2) Drug 1: CS(=O)(=O)C1=CC(=C(C=C1)C(=O)NC2=CC(=C(C=C2)Cl)C3=CC=CC=N3)Cl. Synergy scores: CSS=26.9, Synergy_ZIP=-0.593, Synergy_Bliss=1.06, Synergy_Loewe=-46.6, Synergy_HSA=-0.282. Cell line: ACHN. Drug 2: C1=NC2=C(N=C(N=C2N1C3C(C(C(O3)CO)O)F)Cl)N. (3) Drug 1: C1CCC(C1)C(CC#N)N2C=C(C=N2)C3=C4C=CNC4=NC=N3. Drug 2: CC1=C2C(C(=O)C3(C(CC4C(C3C(C(C2(C)C)(CC1OC(=O)C(C(C5=CC=CC=C5)NC(=O)OC(C)(C)C)O)O)OC(=O)C6=CC=CC=C6)(CO4)OC(=O)C)O)C)O. Cell line: HOP-62. Synergy scores: CSS=21.0, Synergy_ZIP=6.73, Synergy_Bliss=8.97, Synergy_Loewe=-16.1, Synergy_HSA=5.80. (4) Drug 1: COC1=CC(=CC(=C1O)OC)C2C3C(COC3=O)C(C4=CC5=C(C=C24)OCO5)OC6C(C(C7C(O6)COC(O7)C8=CC=CS8)O)O. Drug 2: C1=NC2=C(N1)C(=S)N=CN2. Cell line: 786-0. Synergy scores: CSS=22.1, Synergy_ZIP=-10.8, Synergy_Bliss=-20.9, Synergy_Loewe=-27.9, Synergy_HSA=-19.9. (5) Drug 1: CCC(=C(C1=CC=CC=C1)C2=CC=C(C=C2)OCCN(C)C)C3=CC=CC=C3.C(C(=O)O)C(CC(=O)O)(C(=O)O)O. Drug 2: CS(=O)(=O)OCCCCOS(=O)(=O)C. Cell line: SF-268. Synergy scores: CSS=0.0880, Synergy_ZIP=0.421, Synergy_Bliss=1.48, Synergy_Loewe=-2.82, Synergy_HSA=-2.32. (6) Drug 1: CCC1(CC2CC(C3=C(CCN(C2)C1)C4=CC=CC=C4N3)(C5=C(C=C6C(=C5)C78CCN9C7C(C=CC9)(C(C(C8N6C=O)(C(=O)OC)O)OC(=O)C)CC)OC)C(=O)OC)O.OS(=O)(=O)O. Drug 2: CC1=C(C=C(C=C1)C(=O)NC2=CC(=CC(=C2)C(F)(F)F)N3C=C(N=C3)C)NC4=NC=CC(=N4)C5=CN=CC=C5. Cell line: SK-MEL-5. Synergy scores: CSS=4.89, Synergy_ZIP=0.960, Synergy_Bliss=4.96, Synergy_Loewe=2.75, Synergy_HSA=2.46. (7) Drug 1: C1=CC=C(C(=C1)C(C2=CC=C(C=C2)Cl)C(Cl)Cl)Cl. Drug 2: CC1CCCC2(C(O2)CC(NC(=O)CC(C(C(=O)C(C1O)C)(C)C)O)C(=CC3=CSC(=N3)C)C)C. Cell line: SF-268. Synergy scores: CSS=28.0, Synergy_ZIP=0.240, Synergy_Bliss=-1.83, Synergy_Loewe=-12.6, Synergy_HSA=-0.0465. (8) Drug 1: CC1=C(C=C(C=C1)NC2=NC=CC(=N2)N(C)C3=CC4=NN(C(=C4C=C3)C)C)S(=O)(=O)N.Cl. Drug 2: C#CCC(CC1=CN=C2C(=N1)C(=NC(=N2)N)N)C3=CC=C(C=C3)C(=O)NC(CCC(=O)O)C(=O)O. Cell line: SW-620. Synergy scores: CSS=-7.52, Synergy_ZIP=2.64, Synergy_Bliss=-5.07, Synergy_Loewe=-110, Synergy_HSA=-14.8.